From a dataset of Forward reaction prediction with 1.9M reactions from USPTO patents (1976-2016). Predict the product of the given reaction. Given the reactants [Cl:1][C:2]1[CH:3]=[C:4]([C:12]2[O:16][N:15]=[C:14]([C:17]3[CH:18]=[CH:19][C:20]([CH2:24]O)=[N:21][C:22]=3[CH3:23])[N:13]=2)[CH:5]=[CH:6][C:7]=1[CH2:8][CH:9]([CH3:11])[CH3:10].C(Br)(Br)(Br)Br.C1(P(C2C=CC=CC=2)C2C=CC=CC=2)C=CC=CC=1.Cl.[NH:51]1[CH2:54][CH:53]([C:55]([O:57][CH3:58])=[O:56])[CH2:52]1.C(N(CC)C(C)C)(C)C, predict the reaction product. The product is: [Cl:1][C:2]1[CH:3]=[C:4]([C:12]2[O:16][N:15]=[C:14]([C:17]3[CH:18]=[CH:19][C:20]([CH2:24][N:51]4[CH2:54][CH:53]([C:55]([O:57][CH3:58])=[O:56])[CH2:52]4)=[N:21][C:22]=3[CH3:23])[N:13]=2)[CH:5]=[CH:6][C:7]=1[CH2:8][CH:9]([CH3:11])[CH3:10].